Dataset: Full USPTO retrosynthesis dataset with 1.9M reactions from patents (1976-2016). Task: Predict the reactants needed to synthesize the given product. Given the product [CH3:15][O:14][C:11]1[CH:10]=[CH:9][C:8]([C:4]2[N:3]([O:2][C:18](=[O:19])[N:17]([CH3:16])[C:21]3[CH:26]=[CH:25][CH:24]=[CH:23][CH:22]=3)[CH:7]=[CH:6][N:5]=2)=[CH:13][CH:12]=1, predict the reactants needed to synthesize it. The reactants are: Cl.[OH:2][N:3]1[CH:7]=[CH:6][N:5]=[C:4]1[C:8]1[CH:13]=[CH:12][C:11]([O:14][CH3:15])=[CH:10][CH:9]=1.[CH3:16][N:17]([C:21]1[CH:26]=[CH:25][CH:24]=[CH:23][CH:22]=1)[C:18](Cl)=[O:19].